Dataset: Full USPTO retrosynthesis dataset with 1.9M reactions from patents (1976-2016). Task: Predict the reactants needed to synthesize the given product. (1) Given the product [CH:1]1([CH:4]([C:11]2[CH:16]=[CH:15][CH:14]=[C:13]([CH2:17][O:18][C:19]3[CH:24]=[CH:23][C:22]([C:25]4[CH:30]=[C:29]([O:31][CH3:32])[CH:28]=[CH:27][C:26]=4[F:33])=[C:21]([CH2:34][C:35]([CH3:38])([CH3:37])[CH3:36])[CH:20]=3)[CH:12]=2)[CH2:5][C:6]([OH:8])=[O:7])[CH2:2][CH2:3]1, predict the reactants needed to synthesize it. The reactants are: [CH:1]1([CH:4]([C:11]2[CH:16]=[CH:15][CH:14]=[C:13]([CH2:17][O:18][C:19]3[CH:24]=[CH:23][C:22]([C:25]4[CH:30]=[C:29]([O:31][CH3:32])[CH:28]=[CH:27][C:26]=4[F:33])=[C:21]([CH2:34][C:35]([CH3:38])([CH3:37])[CH3:36])[CH:20]=3)[CH:12]=2)[CH2:5][C:6]([O:8]CC)=[O:7])[CH2:3][CH2:2]1.[OH-].[Na+]. (2) Given the product [Cl:1][C:2]1[CH:3]=[C:4]([CH:5]=[O:6])[CH:7]=[CH:8][C:9]=1[O:11][C:12]1[CH:20]=[CH:19][C:15]([C:16]([NH2:18])=[O:17])=[CH:14][CH:13]=1, predict the reactants needed to synthesize it. The reactants are: [Cl:1][C:2]1[CH:3]=[C:4]([CH:7]=[CH:8][C:9]=1F)[CH:5]=[O:6].[OH:11][C:12]1[CH:20]=[CH:19][C:15]([C:16]([NH2:18])=[O:17])=[CH:14][CH:13]=1.C(=O)([O-])[O-].[K+].[K+].CC(N(C)C)=O.